From a dataset of Reaction yield outcomes from USPTO patents with 853,638 reactions. Predict the reaction yield, written as a fraction of the theoretical maximum amount of product (1.0 means a 100% yield; for example, 0.34 means a 34% yield). (1) The reactants are [CH:1]1([CH2:4][C:5]([OH:7])=O)[CH2:3][CH2:2]1.CN(C(ON1N=NC2C=CC=CC1=2)=[N+](C)C)C.F[P-](F)(F)(F)(F)F.C1C=CC2N(O)N=NC=2C=1.Cl.[Cl:43][C:44]1[CH:53]=[CH:52][C:51]2[CH2:50][NH:49][CH2:48][CH2:47][C:46]=2[N:45]=1.CCN(C(C)C)C(C)C. The catalyst is CN(C=O)C. The product is [Cl:43][C:44]1[CH:53]=[CH:52][C:51]2[CH2:50][N:49]([C:5](=[O:7])[CH2:4][CH:1]3[CH2:2][CH2:3]3)[CH2:48][CH2:47][C:46]=2[N:45]=1. The yield is 0.950. (2) The reactants are [CH2:1]([O:8][C:9]1[CH:30]=[C:29]([CH2:31][CH3:32])[CH:28]=[CH:27][C:10]=1[O:11][C:12]1[CH:17]=[CH:16][C:15]([N:18]2[CH2:22][CH:21]([CH2:23][OH:24])[O:20][C:19]2=[O:25])=[CH:14][C:13]=1[F:26])[C:2]1[CH:7]=[CH:6][CH:5]=[CH:4][CH:3]=1.C(N(CC)CC)C.[CH3:40][S:41](Cl)(=[O:43])=[O:42]. The catalyst is ClCCl.O. The product is [CH2:1]([O:8][C:9]1[CH:30]=[C:29]([CH2:31][CH3:32])[CH:28]=[CH:27][C:10]=1[O:11][C:12]1[CH:17]=[CH:16][C:15]([N:18]2[CH2:22][CH:21]([CH2:23][O:24][S:41]([CH3:40])(=[O:43])=[O:42])[O:20][C:19]2=[O:25])=[CH:14][C:13]=1[F:26])[C:2]1[CH:3]=[CH:4][CH:5]=[CH:6][CH:7]=1. The yield is 0.428. (3) The reactants are [C:1]([C:5]1[CH:10]=[C:9]([CH3:11])[C:8]([N+:12]([O-:14])=[O:13])=[CH:7][C:6]=1[N+:15]([O-:17])=[O:16])([CH3:4])([CH3:3])[CH3:2].C(C1C=CC([N+]([O-])=O)=C(C)C=1[N+]([O-])=O)(C)(C)C.C[C:36]([N:38]([CH3:40])[CH3:39])=O. The catalyst is CN(C=O)C. The product is [C:1]([C:5]1[C:6]([N+:15]([O-:17])=[O:16])=[CH:7][C:8]([N+:12]([O-:14])=[O:13])=[C:9](/[CH:11]=[CH:36]/[N:38]([CH3:40])[CH3:39])[CH:10]=1)([CH3:4])([CH3:2])[CH3:3]. The yield is 0.680. (4) The reactants are [CH2:1]1[C:10]2[C:5](=[CH:6][CH:7]=[CH:8][CH:9]=2)[CH2:4][CH2:3][NH:2]1.C(=O)([O-])[O-].[K+].[K+].Br[CH2:18][C:19]([O:21][CH2:22][CH3:23])=[O:20]. The catalyst is C(#N)C. The product is [CH2:1]1[C:10]2[C:5](=[CH:6][CH:7]=[CH:8][CH:9]=2)[CH2:4][CH2:3][N:2]1[CH2:18][C:19]([O:21][CH2:22][CH3:23])=[O:20]. The yield is 0.990.